From a dataset of NCI-60 drug combinations with 297,098 pairs across 59 cell lines. Regression. Given two drug SMILES strings and cell line genomic features, predict the synergy score measuring deviation from expected non-interaction effect. Drug 1: C1CC(C1)(C(=O)O)C(=O)O.[NH2-].[NH2-].[Pt+2]. Drug 2: CC=C1C(=O)NC(C(=O)OC2CC(=O)NC(C(=O)NC(CSSCCC=C2)C(=O)N1)C(C)C)C(C)C. Cell line: OVCAR-5. Synergy scores: CSS=37.1, Synergy_ZIP=5.28, Synergy_Bliss=8.06, Synergy_Loewe=-47.6, Synergy_HSA=-3.90.